This data is from Forward reaction prediction with 1.9M reactions from USPTO patents (1976-2016). The task is: Predict the product of the given reaction. (1) Given the reactants [Cl:1][C:2]1[CH:3]=[C:4]([CH:7]=[CH:8][C:9]=1[Cl:10])[CH:5]=O.[CH2:11]([O:13][C:14](=[O:18])[CH2:15][C:16]#[N:17])[CH3:12].O, predict the reaction product. The product is: [Cl:1][C:2]1[CH:3]=[C:4](/[CH:5]=[C:15](\[C:16]#[N:17])/[C:14]([O:13][CH2:11][CH3:12])=[O:18])[CH:7]=[CH:8][C:9]=1[Cl:10]. (2) Given the reactants Br[C:2]1[CH:11]=[CH:10][C:5]([C:6]([O:8][CH3:9])=[O:7])=[C:4]([CH3:12])[CH:3]=1.[CH2:13]([O:15]CC)C, predict the reaction product. The product is: [CH3:9][O:8][C:6](=[O:7])[C:5]1[CH:10]=[CH:11][C:2]([O:15][CH3:13])=[CH:3][C:4]=1[CH3:12]. (3) Given the reactants C1C=CC(P(C2C=CC=CC=2)C2C=CC=CC=2)=CC=1.II.CCN(C(C)C)C(C)C.[Si:31]([O:38][C@@H:39]1[C@@H:43]([CH2:44][O:45][Si:46]([C:49]([CH3:52])([CH3:51])[CH3:50])([CH3:48])[CH3:47])[O:42][C@@H:41]([N:53]2[C:62]3[N:61]=[CH:60][N:59]=[C:57]([OH:58])[C:56]=3[N:55]=[CH:54]2)[CH2:40]1)([C:34]([CH3:37])([CH3:36])[CH3:35])([CH3:33])[CH3:32].[CH:63]1[CH:64]=[CH:65][C:66]2[N:71](O)[N:70]=[N:69][C:67]=2[CH:68]=1, predict the reaction product. The product is: [N:69]1([O:58][C:57]2[C:56]3[N:55]=[CH:54][N:53]([C:62]=3[N:61]=[CH:60][N:59]=2)[C@@H:41]2[O:42][C@H:43]([CH2:44][O:45][Si:46]([C:49]([CH3:50])([CH3:51])[CH3:52])([CH3:47])[CH3:48])[C@@H:39]([O:38][Si:31]([C:34]([CH3:36])([CH3:37])[CH3:35])([CH3:33])[CH3:32])[CH2:40]2)[C:67]2[CH:68]=[CH:63][CH:64]=[CH:65][C:66]=2[N:71]=[N:70]1. (4) Given the reactants [C:1]1(=[O:7])[O:6][C:4](=[O:5])[CH:3]=[CH:2]1.[CH:8]12[CH2:14][CH:11]([CH2:12][CH2:13]1)[CH:10]=[CH:9]2.[CH2:15]([CH:19]1[CH2:24][CH:23]2[CH2:25][CH:20]1[CH:21]=[CH:22]2)[CH2:16][CH2:17][CH3:18].CC(N=NC(C#N)(C)C)(C#N)C, predict the reaction product. The product is: [C:4]1(=[O:5])[O:6][C:1](=[O:7])[CH:2]=[CH:3]1.[CH:8]12[CH2:14][CH:11]([CH2:12][CH2:13]1)[CH:10]=[CH:9]2.[CH2:15]([CH:19]1[CH2:24][CH:23]2[CH2:25][CH:20]1[CH:21]=[CH:22]2)[CH2:16][CH2:17][CH3:18].